From a dataset of Full USPTO retrosynthesis dataset with 1.9M reactions from patents (1976-2016). Predict the reactants needed to synthesize the given product. The reactants are: C([O:5][C:6](=O)[NH:7][C:8]1[CH:16]=[C:15]2[C:11]([C:12]([S:24][C:25]3[CH:30]=[CH:29][CH:28]=[CH:27][C:26]=3[N+:31]([O-:33])=[O:32])=[CH:13][N:14]2[CH2:17][C:18]2[CH:19]=[N:20][CH:21]=[N:22][CH:23]=2)=[CH:10][CH:9]=1)(C)(C)C. Given the product [N+:31]([C:26]1[CH:27]=[CH:28][CH:29]=[CH:30][C:25]=1[S:24][C:12]1[C:11]2[C:15](=[CH:16][C:8]([NH:7][CH:6]=[O:5])=[CH:9][CH:10]=2)[N:14]([CH2:17][C:18]2[CH:23]=[N:22][CH:21]=[N:20][CH:19]=2)[CH:13]=1)([O-:33])=[O:32], predict the reactants needed to synthesize it.